Dataset: Forward reaction prediction with 1.9M reactions from USPTO patents (1976-2016). Task: Predict the product of the given reaction. (1) Given the reactants [C:1]1([C:7]2[CH:12]=[CH:11][N:10]=[C:9]([N:13]3[CH2:18][CH2:17][N:16](C(OC(C)(C)C)=O)[CH2:15][CH2:14]3)[CH:8]=2)[CH:6]=[CH:5][CH:4]=[CH:3][CH:2]=1.Cl, predict the reaction product. The product is: [C:1]1([C:7]2[CH:12]=[CH:11][N:10]=[C:9]([N:13]3[CH2:18][CH2:17][NH:16][CH2:15][CH2:14]3)[CH:8]=2)[CH:2]=[CH:3][CH:4]=[CH:5][CH:6]=1. (2) Given the reactants C([O:3][C:4]([CH:6]1[CH2:10][CH2:9][N:8]([C:11]([O:13][CH2:14][C:15]2[CH:20]=[CH:19][CH:18]=[CH:17][CH:16]=2)=[O:12])[CH2:7]1)=O)C.[BH4-].[Na+].CO, predict the reaction product. The product is: [CH2:14]([O:13][C:11]([N:8]1[CH2:9][CH2:10][CH:6]([CH2:4][OH:3])[CH2:7]1)=[O:12])[C:15]1[CH:20]=[CH:19][CH:18]=[CH:17][CH:16]=1. (3) The product is: [O:105]=[C:102]1[CH:103]=[CH:104][C:100](=[O:99])[N:101]1[CH2:106][CH2:107][CH2:108][CH2:109][CH2:110][C:111]([NH:113][NH:114][C:1](=[O:2])[CH2:4][CH2:5][CH2:6][N:7]([CH3:66])[C@H:8]([C:12]([NH:14][C@H:15]([C:19]([N:21]([C@@H:23]([C@@H:62]([CH3:65])[CH2:63][CH3:64])[C@H:24]([O:60][CH3:61])[CH2:25][C:26]([N:28]1[CH2:32][CH2:31][CH2:30][C@H:29]1[C@H:33]([O:58][CH3:59])[C@@H:34]([CH3:57])[C:35]([NH:37][C@@H:38]([C@H:49]([C:51]1[CH:56]=[CH:55][CH:54]=[CH:53][CH:52]=1)[CH3:50])[C:39]([O:41][CH2:42][C:43]1[CH:48]=[CH:47][CH:46]=[CH:45][CH:44]=1)=[O:40])=[O:36])=[O:27])[CH3:22])=[O:20])[CH:16]([CH3:17])[CH3:18])=[O:13])[CH:9]([CH3:10])[CH3:11])=[O:112]. Given the reactants [C:1]([CH2:4][CH2:5][CH2:6][N:7]([CH3:66])[C@H:8]([C:12]([NH:14][C@H:15]([C:19]([N:21]([C@@H:23]([C@@H:62]([CH3:65])[CH2:63][CH3:64])[C@H:24]([O:60][CH3:61])[CH2:25][C:26]([N:28]1[CH2:32][CH2:31][CH2:30][C@H:29]1[C@H:33]([O:58][CH3:59])[C@@H:34]([CH3:57])[C:35]([NH:37][C@@H:38]([C@H:49]([C:51]1[CH:56]=[CH:55][CH:54]=[CH:53][CH:52]=1)[CH3:50])[C:39]([O:41][CH2:42][C:43]1[CH:48]=[CH:47][CH:46]=[CH:45][CH:44]=1)=[O:40])=[O:36])=[O:27])[CH3:22])=[O:20])[CH:16]([CH3:18])[CH3:17])=[O:13])[CH:9]([CH3:11])[CH3:10])(O)=[O:2].Cl.CN(C)CCCN=C=NCC.O.ON1C2C=CC=CC=2N=N1.C(N(CC)C(C)C)(C)C.[O:99]=[C:100]1[CH:104]=[CH:103][C:102](=[O:105])[N:101]1[CH2:106][CH2:107][CH2:108][CH2:109][CH2:110][C:111]([NH:113][NH2:114])=[O:112], predict the reaction product. (4) Given the reactants C(N(CC)CC)C.[CH3:8][N:9]([CH3:41])[C@@H:10]1[CH2:14][CH2:13][N:12]([C:15]2[CH:20]=[CH:19][C:18]([N:21]3[CH2:30][CH2:29][C:28]4[C:23](=[CH:24][CH:25]=[C:26](OS(C(F)(F)F)(=O)=O)[CH:27]=4)[C:22]3=[O:39])=[CH:17][C:16]=2[F:40])[CH2:11]1.CN([CH:45]=[O:46])C.[CH3:47][OH:48], predict the reaction product. The product is: [CH3:47][O:48][C:45]([C:26]1[CH:27]=[C:28]2[C:23](=[CH:24][CH:25]=1)[C:22](=[O:39])[N:21]([C:18]1[CH:19]=[CH:20][C:15]([N:12]3[CH2:13][CH2:14][C@@H:10]([N:9]([CH3:41])[CH3:8])[CH2:11]3)=[C:16]([F:40])[CH:17]=1)[CH2:30][CH2:29]2)=[O:46]. (5) Given the reactants [Br:1][C:2]1[CH:3]=[C:4]([NH:8][C:9]2[C:18]3[C:17]([NH2:19])=[C:16]([O:20][CH3:21])[C:15]([O:22][CH3:23])=[CH:14][C:13]=3[N:12]=[CH:11][N:10]=2)[CH:5]=[CH:6][CH:7]=1.[C:24](N1C=CN=C1)(N1C=CN=C1)=[O:25], predict the reaction product. The product is: [Br:1][C:2]1[CH:3]=[C:4]([N:8]2[C:9]3[C:18]4[C:13]([N:12]=[CH:11][N:10]=3)=[CH:14][C:15]([O:22][CH3:23])=[C:16]([O:20][CH3:21])[C:17]=4[NH:19][C:24]2=[O:25])[CH:5]=[CH:6][CH:7]=1. (6) Given the reactants [NH2:1][C:2]1[CH:3]=[C:4]([C:8]2[C:17]3[C:12](=[CH:13][C:14]([O:20][CH3:21])=[C:15]([O:18][CH3:19])[CH:16]=3)[N:11]=[C:10](CN)[N:9]=2)[CH:5]=[CH:6][CH:7]=1.[N:24]1C=CC=C[CH:25]=1.C[O:31][C:32](=[O:42])[C:33]1[CH:38]=[CH:37][C:36]([C:39](Cl)=[O:40])=[CH:35][CH:34]=1.[CH3:43]S(C)=O, predict the reaction product. The product is: [CH3:43][C:34]1[CH:35]=[C:36]([C:39]([NH:1][C:2]2[CH:7]=[CH:6][CH:5]=[C:4]([C:8]3[C:17]4[C:12](=[CH:13][C:14]([O:20][CH3:21])=[C:15]([O:18][CH3:19])[CH:16]=4)[N:11]=[C:10]([NH:24][CH3:25])[N:9]=3)[CH:3]=2)=[O:40])[CH:37]=[CH:38][C:33]=1[C:32]([OH:31])=[O:42]. (7) Given the reactants [C:1](#N)C.[Br-].[Li+].[CH3:6][CH2:7][N:8]([CH2:11][CH3:12])[CH2:9][CH3:10].[CH2:13]([O:15][C:16](=[O:21])C#CCC)[CH3:14].[C:22]1([CH3:28])[CH:27]=[CH:26]C=[CH:24][CH:23]=1, predict the reaction product. The product is: [CH2:13]([O:15][C:16](=[O:21])/[CH:6]=[C:7](/[N:8]1[CH2:11][CH2:12][CH2:10][C@@H:9]1[CH3:1])\[C@H:27]([CH3:26])[C@H:22]([CH3:28])[CH:23]=[CH2:24])[CH3:14].